From a dataset of Reaction yield outcomes from USPTO patents with 853,638 reactions. Predict the reaction yield, written as a fraction of the theoretical maximum amount of product (1.0 means a 100% yield; for example, 0.34 means a 34% yield). (1) The reactants are [CH2:1]([N:3]1[C:7]2=[N:8][C:9]([CH2:42][CH3:43])=[C:10]([CH2:19][NH:20][C:21](=[O:41])[CH2:22][C:23]([NH:25][CH2:26][C:27]3[CH:28]=[C:29]([C:33]4[CH:38]=[CH:37][CH:36]=[C:35]([CH:39]=O)[CH:34]=4)[CH:30]=[CH:31][CH:32]=3)=[O:24])[C:11]([NH:12][CH:13]3[CH2:18][CH2:17][O:16][CH2:15][CH2:14]3)=[C:6]2[CH:5]=[N:4]1)[CH3:2].[NH:44]1[CH2:48][CH2:47][C@H:46]([NH:49]C(=O)OC(C)(C)C)[CH2:45]1.[BH-](OC(C)=O)(OC(C)=O)OC(C)=O.[Na+].CC(O)=O.C(O)(C(F)(F)F)=O. The catalyst is CS(C)=O.ClCCl. The product is [NH2:49][C@H:46]1[CH2:47][CH2:48][N:44]([CH2:39][C:35]2[CH:34]=[C:33]([C:29]3[CH:30]=[CH:31][CH:32]=[C:27]([CH2:26][NH:25][C:23](=[O:24])[CH2:22][C:21]([NH:20][CH2:19][C:10]4[C:11]([NH:12][CH:13]5[CH2:18][CH2:17][O:16][CH2:15][CH2:14]5)=[C:6]5[CH:5]=[N:4][N:3]([CH2:1][CH3:2])[C:7]5=[N:8][C:9]=4[CH2:42][CH3:43])=[O:41])[CH:28]=3)[CH:38]=[CH:37][CH:36]=2)[CH2:45]1. The yield is 0.110. (2) The reactants are COC(=O)N.C(O[C:11]([N:13]1[CH2:17][CH2:16][CH2:15][CH:14]1[C:18]1[NH:19][C:20]([C:23]2[CH:32]=[CH:31][C:30]3[C:25](=[CH:26][CH:27]=[C:28]([Br:33])[CH:29]=3)[CH:24]=2)=[CH:21][N:22]=1)=[O:12])(C)(C)C.[CH3:34][O:35][C:36]([NH:38][CH:39]([CH:43]1[CH2:48][CH2:47][O:46][CH2:45][CH2:44]1)C(O)=O)=[O:37]. No catalyst specified. The product is [CH3:34][O:35][C:36](=[O:37])[NH:38][CH:39]([CH:43]1[CH2:44][CH2:45][O:46][CH2:47][CH2:48]1)[C:11]([N:13]1[CH2:17][CH2:16][CH2:15][CH:14]1[C:18]1[NH:19][C:20]([C:23]2[CH:24]=[CH:25][C:30]3[C:31](=[CH:26][CH:27]=[C:28]([Br:33])[CH:29]=3)[CH:32]=2)=[CH:21][N:22]=1)=[O:12]. The yield is 0.430. (3) The reactants are [Cl:1][C:2]1[C:3]([CH2:16][C:17]([NH2:19])=[O:18])=[C:4]2[C:9](=[CH:10][CH:11]=1)[N:8]=[CH:7][C:6]([CH2:12][N:13]([CH3:15])[CH3:14])=[CH:5]2.C[O:21][C:22](=O)[C:23]([C:25]1[C:33]2[C:28](=[CH:29][CH:30]=[CH:31][CH:32]=2)[NH:27][CH:26]=1)=O.CC([O-])(C)C.[K+].[NH4+].[Cl-]. The catalyst is C1COCC1. The product is [Cl:1][C:2]1[C:3]([C:16]2[C:17](=[O:18])[NH:19][C:22](=[O:21])[C:23]=2[C:25]2[C:33]3[C:28](=[CH:29][CH:30]=[CH:31][CH:32]=3)[NH:27][CH:26]=2)=[C:4]2[C:9](=[CH:10][CH:11]=1)[N:8]=[CH:7][C:6]([CH2:12][N:13]([CH3:14])[CH3:15])=[CH:5]2. The yield is 0.570. (4) The reactants are [NH2:1][C:2]1[CH:7]=[CH:6][CH:5]=[CH:4][C:3]=1[SH:8].[OH-].[Na+].Br[CH2:12][CH2:13][Cl:14]. The catalyst is C(O)C.O.C(OCC)(=O)C. The product is [Cl:14][CH2:13][CH2:12][S:8][C:3]1[CH:4]=[CH:5][CH:6]=[CH:7][C:2]=1[NH2:1]. The yield is 0.970. (5) The reactants are [C:1]1([CH:8]=[CH:7][CH:6]=[C:4]([OH:5])[CH:3]=1)[OH:2].[I:9]I.C([O-])(O)=O.[Na+]. The catalyst is O. The product is [I:9][C:3]1[C:1]([OH:2])=[CH:8][CH:7]=[CH:6][C:4]=1[OH:5]. The yield is 0.780.